This data is from CYP2D6 inhibition data for predicting drug metabolism from PubChem BioAssay. The task is: Regression/Classification. Given a drug SMILES string, predict its absorption, distribution, metabolism, or excretion properties. Task type varies by dataset: regression for continuous measurements (e.g., permeability, clearance, half-life) or binary classification for categorical outcomes (e.g., BBB penetration, CYP inhibition). Dataset: cyp2d6_veith. The compound is COc1ncc2nc(CCc3ccccc3)c(=O)n(Cc3ccc(F)cc3)c2n1. The result is 0 (non-inhibitor).